Dataset: NCI-60 drug combinations with 297,098 pairs across 59 cell lines. Task: Regression. Given two drug SMILES strings and cell line genomic features, predict the synergy score measuring deviation from expected non-interaction effect. (1) Drug 1: CCCCCOC(=O)NC1=NC(=O)N(C=C1F)C2C(C(C(O2)C)O)O. Drug 2: C1CN(CCN1C(=O)CCBr)C(=O)CCBr. Cell line: IGROV1. Synergy scores: CSS=19.7, Synergy_ZIP=-4.98, Synergy_Bliss=1.51, Synergy_Loewe=-0.642, Synergy_HSA=3.34. (2) Drug 1: CC12CCC3C(C1CCC2=O)CC(=C)C4=CC(=O)C=CC34C. Drug 2: C1C(C(OC1N2C=C(C(=O)NC2=O)F)CO)O. Cell line: U251. Synergy scores: CSS=75.9, Synergy_ZIP=-1.33, Synergy_Bliss=-2.65, Synergy_Loewe=-0.834, Synergy_HSA=0.306. (3) Drug 1: C1=CC=C(C(=C1)C(C2=CC=C(C=C2)Cl)C(Cl)Cl)Cl. Drug 2: C(CCl)NC(=O)N(CCCl)N=O. Cell line: NCI-H460. Synergy scores: CSS=5.23, Synergy_ZIP=-1.88, Synergy_Bliss=0.974, Synergy_Loewe=0.605, Synergy_HSA=1.63. (4) Drug 2: CC(C)(C#N)C1=CC(=CC(=C1)CN2C=NC=N2)C(C)(C)C#N. Synergy scores: CSS=-0.681, Synergy_ZIP=1.47, Synergy_Bliss=2.27, Synergy_Loewe=-0.0892, Synergy_HSA=0.128. Drug 1: C1=NC(=NC(=O)N1C2C(C(C(O2)CO)O)O)N. Cell line: CAKI-1.